From a dataset of Full USPTO retrosynthesis dataset with 1.9M reactions from patents (1976-2016). Predict the reactants needed to synthesize the given product. (1) Given the product [Br:1][C:2]1[C:3](=[O:9])[NH:4][C:5](=[O:8])[N:6]([CH2:22][CH2:23][C:24]2[CH:29]=[CH:28][CH:27]=[CH:26][CH:25]=2)[N:7]=1, predict the reactants needed to synthesize it. The reactants are: [Br:1][C:2]1[C:3](=[O:9])[NH:4][C:5](=[O:8])[NH:6][N:7]=1.C/C(/O[Si](C)(C)C)=N\[Si](C)(C)C.[CH2:22](I)[CH2:23][C:24]1[CH:29]=[CH:28][CH:27]=[CH:26][CH:25]=1. (2) Given the product [CH3:1][N:2]1[C:6]([C:7]([NH:29][C:25]2([CH3:24])[CH2:28][O:27][CH2:26]2)=[O:9])=[CH:5][C:4]([NH:10][CH2:11][C:12]2[C:13]([C:18]3[CH:23]=[CH:22][CH:21]=[CH:20][N:19]=3)=[N:14][O:15][C:16]=2[CH3:17])=[N:3]1, predict the reactants needed to synthesize it. The reactants are: [CH3:1][N:2]1[C:6]([C:7]([OH:9])=O)=[CH:5][C:4]([NH:10][CH2:11][C:12]2[C:13]([C:18]3[CH:23]=[CH:22][CH:21]=[CH:20][N:19]=3)=[N:14][O:15][C:16]=2[CH3:17])=[N:3]1.[CH3:24][C:25]1([NH2:29])[CH2:28][O:27][CH2:26]1. (3) Given the product [C:7]([CH:6]([C:9]1[CH:14]=[CH:13][C:12]([O:15][CH3:16])=[C:11]([O:17][CH2:18][CH3:19])[CH:10]=1)[N:5]1[C:30](=[O:29])[C:25]2[C:26](=[CH:32][CH:33]=[CH:34][C:24]=2[NH:23][C:20](=[O:22])[CH3:21])[C:27]1=[O:28])#[N:8], predict the reactants needed to synthesize it. The reactants are: C(O)(=O)C.[NH2:5][CH:6]([C:9]1[CH:14]=[CH:13][C:12]([O:15][CH3:16])=[C:11]([O:17][CH2:18][CH3:19])[CH:10]=1)[C:7]#[N:8].[C:20]([NH:23][C:24]1[CH:34]=[CH:33][CH:32]=[C:26]2[C:27]([O:29][C:30](=O)[C:25]=12)=[O:28])(=[O:22])[CH3:21]. (4) Given the product [Cl:19][CH2:13][C:12]1[C:11]([CH3:16])=[N:10][C:9]([O:17][CH3:18])=[C:8]([C:4]2[CH:5]=[CH:6][CH:7]=[C:2]([Cl:1])[CH:3]=2)[CH:15]=1, predict the reactants needed to synthesize it. The reactants are: [Cl:1][C:2]1[CH:3]=[C:4]([C:8]2[C:9]([O:17][CH3:18])=[N:10][C:11]([CH3:16])=[C:12]([CH:15]=2)[CH:13]=O)[CH:5]=[CH:6][CH:7]=1.[Cl:19]C1C=C(C2C(OC)=NC(C)=C(C=2)C#N)C=CC=1.CC(C[AlH]CC(C)C)C. (5) Given the product [C:5](=[O:6])([O-:8])[O-:7].[Sc+3:2].[C:10](=[O:11])([O-:13])[O-:12].[C:5](=[O:6])([O-:8])[O-:7].[Sc+3:2], predict the reactants needed to synthesize it. The reactants are: [Cl-].[Sc+3:2].[Cl-].[Cl-].[C:5](=[O:8])([OH:7])[O-:6].[Ca+2].[C:10](=[O:13])([OH:12])[O-:11].[Sc]. (6) Given the product [CH3:2][C:3]1([CH3:26])[CH2:12][CH2:11][C:10]([CH3:13])([CH3:14])[C:9]2[CH:8]=[C:7]([C:15]3[N:16]=[C:17]([CH:20]4[CH2:25][CH2:24][CH2:23][N:22]([CH2:34][CH2:33][CH2:32][CH2:31][OH:30])[CH2:21]4)[S:18][CH:19]=3)[CH:6]=[CH:5][C:4]1=2, predict the reactants needed to synthesize it. The reactants are: Br.[CH3:2][C:3]1([CH3:26])[CH2:12][CH2:11][C:10]([CH3:14])([CH3:13])[C:9]2[CH:8]=[C:7]([C:15]3[N:16]=[C:17]([CH:20]4[CH2:25][CH2:24][CH2:23][NH:22][CH2:21]4)[S:18][CH:19]=3)[CH:6]=[CH:5][C:4]1=2.C([O:30][CH2:31][CH2:32][CH2:33][CH2:34]Br)(=O)C.[OH-].[Na+].